Dataset: Catalyst prediction with 721,799 reactions and 888 catalyst types from USPTO. Task: Predict which catalyst facilitates the given reaction. Reactant: [Cl:1][C:2]1[CH:7]=[C:6]([O:8][CH3:9])[CH:5]=[CH:4][C:3]=1[CH2:10][C:11]([C:13]1[CH:14]=[CH:15][C:16]2[O:21][CH2:20][C:19](=[O:22])[N:18]([CH3:23])[C:17]=2[CH:24]=1)=[O:12].[H-].[Na+].[CH3:27]I. Product: [Cl:1][C:2]1[CH:7]=[C:6]([O:8][CH3:9])[CH:5]=[CH:4][C:3]=1[CH:10]([CH3:27])[C:11]([C:13]1[CH:14]=[CH:15][C:16]2[O:21][CH2:20][C:19](=[O:22])[N:18]([CH3:23])[C:17]=2[CH:24]=1)=[O:12]. The catalyst class is: 7.